Dataset: HIV replication inhibition screening data with 41,000+ compounds from the AIDS Antiviral Screen. Task: Binary Classification. Given a drug SMILES string, predict its activity (active/inactive) in a high-throughput screening assay against a specified biological target. (1) The molecule is CC(=O)OCC1OC(Nc2cc(=O)n(C)c(=O)[nH]2)C(OC(C)=O)C(OC(C)=O)C1OC(C)=O. The result is 0 (inactive). (2) The drug is OC1CSCCCSCC(O)CSCCCSC1. The result is 0 (inactive).